From a dataset of Full USPTO retrosynthesis dataset with 1.9M reactions from patents (1976-2016). Predict the reactants needed to synthesize the given product. (1) Given the product [CH3:14][C:11]([O:10][C:8]([NH:1][C@H:2]([C:4]([O:6][CH3:7])=[O:5])[CH2:3][O:10][CH:11]([CH3:13])[CH3:12])=[O:9])([CH3:12])[CH3:13], predict the reactants needed to synthesize it. The reactants are: [N:1]1([C:8]([O:10][C:11]([CH3:14])([CH3:13])[CH3:12])=[O:9])[CH2:3][C@H:2]1[C:4]([O:6][CH3:7])=[O:5].B(F)(F)F. (2) Given the product [OH:15][CH2:13][CH2:14][O:1][N:2]1[C:3](=[O:12])[C:4]2[C:5](=[CH:8][CH:9]=[CH:10][CH:11]=2)[C:6]1=[O:7], predict the reactants needed to synthesize it. The reactants are: [OH:1][N:2]1[C:6](=[O:7])[C:5]2=[CH:8][CH:9]=[CH:10][CH:11]=[C:4]2[C:3]1=[O:12].[C:13]([O-])(=[O:15])[CH3:14].[Na+].BrCCO.O. (3) Given the product [Br:1][C:2]1[CH:3]=[CH:4][C:5]([O:9][CH3:10])=[C:6]([O:8][CH:17]([CH3:19])[CH3:18])[CH:7]=1, predict the reactants needed to synthesize it. The reactants are: [Br:1][C:2]1[CH:3]=[CH:4][C:5]([O:9][CH3:10])=[C:6]([OH:8])[CH:7]=1.C(=O)([O-])[O-].[K+].[K+].[CH:17](I)([CH3:19])[CH3:18]. (4) Given the product [ClH:1].[N:2]12[CH2:9][CH2:8][CH:5]([CH2:6][CH2:7]1)[CH:4]([CH2:10][C:11]([NH:13][C:14]1[CH:19]=[CH:18][C:17]([C:25]3[CH:26]=[CH:27][C:22]([F:21])=[CH:23][CH:24]=3)=[CH:16][CH:15]=1)=[O:12])[CH2:3]2, predict the reactants needed to synthesize it. The reactants are: [ClH:1].[N:2]12[CH2:9][CH2:8][CH:5]([CH2:6][CH2:7]1)[CH:4]([CH2:10][C:11]([NH:13][C:14]1[CH:19]=[CH:18][C:17](Br)=[CH:16][CH:15]=1)=[O:12])[CH2:3]2.[F:21][C:22]1[CH:27]=[CH:26][C:25](B(O)O)=[CH:24][CH:23]=1.C(=O)([O-])[O-].[Na+].[Na+]. (5) Given the product [Br:1][C:2]1[CH:3]=[C:4]2[C:12]([C:11]3[CH:10]=[CH:9][C:8]([C:15](=[O:17])[CH3:16])=[CH:7][C:6]=3[CH2:5]2)=[CH:13][CH:14]=1, predict the reactants needed to synthesize it. The reactants are: [Br:1][C:2]1[CH:14]=[CH:13][C:12]2[C:11]3[C:6](=[CH:7][CH:8]=[CH:9][CH:10]=3)[CH2:5][C:4]=2[CH:3]=1.[C:15](OC(=O)C)(=[O:17])[CH3:16].[Al+3].[Cl-].[Cl-].[Cl-].[N+](C1C=CC=CC=1)([O-])=O. (6) Given the product [F:6][C:7]1[CH:12]=[CH:11][C:10]([N:13]2[C:14](=[O:17])[CH2:15][CH2:16][N:5]3[C:20](/[CH:23]=[CH:24]/[C:25]4[CH:30]=[CH:29][C:28]([N:31]5[CH:35]=[C:34]([CH3:36])[N:33]=[CH:32]5)=[C:27]([O:37][CH3:38])[CH:26]=4)=[N:21][N:22]=[C:18]23)=[CH:9][CH:8]=1, predict the reactants needed to synthesize it. The reactants are: C([O-])(=O)C.[NH4+:5].[F:6][C:7]1[CH:12]=[CH:11][C:10]([N:13]([C:18]2O[C:20](/[CH:23]=[CH:24]/[C:25]3[CH:30]=[CH:29][C:28]([N:31]4[CH:35]=[C:34]([CH3:36])[N:33]=[CH:32]4)=[C:27]([O:37][CH3:38])[CH:26]=3)=[N:21][N:22]=2)[C:14](=[O:17])[CH:15]=[CH2:16])=[CH:9][CH:8]=1. (7) Given the product [Cl:1][C:2]1[CH:10]=[C:9]([C:11]2[N:16]=[C:15]3[N:17]([CH2:20][C:21]4[CH:22]=[C:23]5[C:28](=[CH:29][CH:30]=4)[N:27]=[CH:26][CH:25]=[CH:24]5)[N:18]=[N:19][C:14]3=[CH:13][CH:12]=2)[CH:8]=[CH:7][C:3]=1[C:4]([NH:34][CH2:32][CH3:33])=[O:5], predict the reactants needed to synthesize it. The reactants are: [Cl:1][C:2]1[CH:10]=[C:9]([C:11]2[N:16]=[C:15]3[N:17]([CH2:20][C:21]4[CH:22]=[C:23]5[C:28](=[CH:29][CH:30]=4)[N:27]=[CH:26][CH:25]=[CH:24]5)[N:18]=[N:19][C:14]3=[CH:13][CH:12]=2)[CH:8]=[CH:7][C:3]=1[C:4](O)=[O:5].Cl.[CH2:32]([NH2:34])[CH3:33].